Task: Predict the product of the given reaction.. Dataset: Forward reaction prediction with 1.9M reactions from USPTO patents (1976-2016) (1) Given the reactants [CH2:1]([C:4]1[CH:9]=[CH:8][C:7]([CH2:10][CH2:11][CH2:12][Br:13])=[CH:6][CH:5]=1)[CH2:2][CH3:3].[C:14]1([P:20]([C:27]2[CH:32]=[CH:31][CH:30]=[CH:29][CH:28]=2)[C:21]2[CH:26]=[CH:25][CH:24]=[CH:23][CH:22]=2)[CH:19]=[CH:18][CH:17]=[CH:16][CH:15]=1, predict the reaction product. The product is: [Br-:13].[CH2:1]([C:4]1[CH:9]=[CH:8][C:7]([CH2:10][CH2:11][CH2:12][P+:20]([C:21]2[CH:22]=[CH:23][CH:24]=[CH:25][CH:26]=2)([C:27]2[CH:32]=[CH:31][CH:30]=[CH:29][CH:28]=2)[C:14]2[CH:15]=[CH:16][CH:17]=[CH:18][CH:19]=2)=[CH:6][CH:5]=1)[CH2:2][CH3:3]. (2) Given the reactants [OH:1][C:2]1[CH:7]=[CH:6][C:5]([C:8]2[CH:9]([C:20]3[CH:25]=[CH:24][C:23]([I:26])=[CH:22][CH:21]=3)[O:10][C:11]3[C:16]([C:17]=2[CH3:18])=[CH:15][CH:14]=[C:13]([OH:19])[CH:12]=3)=[CH:4][CH:3]=1.[C:41]1(C)[CH:42]=[CH:43]C(S([O-])(=[O:34])=[O:34])=[CH:39][CH:40]=1.[NH+]1[CH:43]=[CH:42][CH:41]=[CH:40][CH:39]=1.[O:44]1[CH:49]=[CH:48][CH2:47][CH2:46][CH2:45]1, predict the reaction product. The product is: [I:26][C:23]1[CH:22]=[CH:21][C:20]([CH:9]2[C:8]([C:5]3[CH:4]=[CH:3][C:2]([O:1][CH:43]4[CH2:42][CH2:41][CH2:40][CH2:39][O:34]4)=[CH:7][CH:6]=3)=[C:17]([CH3:18])[C:16]3[C:11](=[CH:12][C:13]([O:19][CH:49]4[CH2:48][CH2:47][CH2:46][CH2:45][O:44]4)=[CH:14][CH:15]=3)[O:10]2)=[CH:25][CH:24]=1. (3) Given the reactants [CH3:1][N:2]([CH3:22])[CH2:3][CH2:4][CH2:5][O:6][C:7]1[CH:8]=[N:9][C:10]([C:13]2[CH:14]=[C:15]([C:19](=[O:21])[CH3:20])[CH:16]=[CH:17][CH:18]=2)=[N:11][CH:12]=1.C(O)C.[BH4-].[Na+].O, predict the reaction product. The product is: [CH3:22][N:2]([CH3:1])[CH2:3][CH2:4][CH2:5][O:6][C:7]1[CH:12]=[N:11][C:10]([C:13]2[CH:14]=[C:15]([CH:19]([OH:21])[CH3:20])[CH:16]=[CH:17][CH:18]=2)=[N:9][CH:8]=1. (4) Given the reactants Cl[CH2:2][CH2:3][CH2:4][CH2:5][N:6]1[C:10]2[CH:11]=[CH:12][CH:13]=[CH:14][C:9]=2[N:8]=[CH:7]1.[N:15]1[CH:20]=[CH:19][CH:18]=[N:17][C:16]=1[N:21]1[CH2:26][CH2:25][NH:24][CH2:23][CH2:22]1.C(N(C(C)C)CC)(C)C.[I-].[K+], predict the reaction product. The product is: [N:15]1[CH:20]=[CH:19][CH:18]=[N:17][C:16]=1[N:21]1[CH2:26][CH2:25][N:24]([CH2:2][CH2:3][CH2:4][CH2:5][N:6]2[C:10]3[CH:11]=[CH:12][CH:13]=[CH:14][C:9]=3[N:8]=[CH:7]2)[CH2:23][CH2:22]1. (5) The product is: [Br:1][C:2]1[CH:3]=[C:4]2[C:8](=[C:9]([C:11]([OH:13])=[O:12])[CH:10]=1)[NH:7][CH:6]=[C:5]2[CH:16]1[CH2:21][CH2:20][CH2:19][S:18](=[O:22])(=[O:23])[CH2:17]1. Given the reactants [Br:1][C:2]1[CH:3]=[C:4]2[C:8](=[C:9]([C:11]([O:13]CC)=[O:12])[CH:10]=1)[NH:7][CH:6]=[C:5]2[CH:16]1[CH2:21][CH2:20][CH2:19][S:18](=[O:23])(=[O:22])[CH2:17]1.CO.[OH-].[Na+], predict the reaction product.